This data is from Full USPTO retrosynthesis dataset with 1.9M reactions from patents (1976-2016). The task is: Predict the reactants needed to synthesize the given product. (1) Given the product [NH2:22][C@@H:23]1[CH2:24][N:25]([C:29]2[CH:30]=[CH:31][C:32]3[O:33][CH2:34][C:35](=[O:39])[NH:36][C:37]=3[N:38]=2)[C:26](=[O:28])[CH2:27]1, predict the reactants needed to synthesize it. The reactants are: FC(F)(F)C(O)=O.FC(F)(F)C(O)=O.O.C(OC(=O)[NH:22][C@H:23]1[CH2:27][C:26](=[O:28])[N:25]([C:29]2[CH:30]=[CH:31][C:32]3[O:33][CH2:34][C:35](=[O:39])[NH:36][C:37]=3[N:38]=2)[CH2:24]1)(C)(C)C.C(=O)([O-])O.[Na+]. (2) Given the product [CH2:20]([CH:7]1[CH2:8][C:3](=[O:1])[CH:4]=[CH:5][N:6]1[C:9]([O:11][CH2:12][C:13]1[CH:18]=[CH:17][CH:16]=[CH:15][CH:14]=1)=[O:10])[CH3:21], predict the reactants needed to synthesize it. The reactants are: [O:1]([C:3]1[CH:8]=[CH:7][N:6]=[CH:5][CH:4]=1)C.[C:9](Cl)([O:11][CH2:12][C:13]1[CH:18]=[CH:17][CH:16]=[CH:15][CH:14]=1)=[O:10].[CH2:20]([Mg]Br)[CH3:21].Cl. (3) Given the product [CH3:19][C:20]1([CH3:36])[C:24]([CH3:26])([CH3:25])[O:23][B:22]([C:2]2[CH:7]=[CH:6][C:5]([CH:8]3[CH2:13][CH2:12][O:11][CH2:10][CH2:9]3)=[CH:4][CH:3]=2)[O:21]1, predict the reactants needed to synthesize it. The reactants are: Br[C:2]1[CH:7]=[CH:6][C:5]([CH:8]2[CH2:13][CH2:12][O:11][CH2:10][CH2:9]2)=[CH:4][CH:3]=1.CC([O-])=O.[K+].[CH3:19][C:20]1([CH3:36])[C:24]([CH3:26])([CH3:25])[O:23][B:22]([B:22]2[O:23][C:24]([CH3:26])([CH3:25])[C:20]([CH3:36])([CH3:19])[O:21]2)[O:21]1. (4) Given the product [F:8][C:9]1[CH:10]=[CH:11][C:12]([CH:15]([C:20]2[C:28]3[C:23](=[CH:24][C:25]([O:29][CH2:30][CH2:31][CH2:32][NH:33][C:41]4[CH:46]=[CH:45][CH:44]=[CH:43][N:42]=4)=[CH:26][CH:27]=3)[NH:22][CH:21]=2)[CH2:16][C:17]([OH:19])=[O:18])=[CH:13][CH:14]=1, predict the reactants needed to synthesize it. The reactants are: FC(F)(F)C([O-])=O.[F:8][C:9]1[CH:14]=[CH:13][C:12]([CH:15]([C:20]2[C:28]3[C:23](=[CH:24][C:25]([O:29][CH2:30][CH2:31][CH2:32][N:33]([C:41]4[CH:46]=[CH:45][CH:44]=[CH:43][NH+:42]=4)CC4C=CC=CC=4)=[CH:26][CH:27]=3)[NH:22][CH:21]=2)[CH2:16][C:17]([OH:19])=[O:18])=[CH:11][CH:10]=1.C(=O)([O-])O.[Na+].